This data is from Forward reaction prediction with 1.9M reactions from USPTO patents (1976-2016). The task is: Predict the product of the given reaction. (1) Given the reactants [CH2:1]([N:3]([CH3:17])[S:4]([NH:7][C:8]1[CH:13]=[CH:12][CH:11]=[C:10]([CH2:14][OH:15])[C:9]=1[F:16])(=[O:6])=[O:5])[CH3:2].O1CCCC1.I(C1C=CC=CC=1C(O)=O)(=O)=O, predict the reaction product. The product is: [CH2:1]([N:3]([CH3:17])[S:4]([NH:7][C:8]1[CH:13]=[CH:12][CH:11]=[C:10]([CH:14]=[O:15])[C:9]=1[F:16])(=[O:6])=[O:5])[CH3:2]. (2) The product is: [C:13]12([CH2:23][C:24]([NH:1][N:2]3[C:7](=[O:8])[C:6]4[CH:9]=[CH:10][S:11][C:5]=4[N:4]=[C:3]3[CH3:12])=[O:25])[CH2:20][CH:19]3[CH2:18][CH:17]([CH2:16][CH:15]([CH2:21]3)[CH2:14]1)[CH2:22]2. Given the reactants [NH2:1][N:2]1[C:7](=[O:8])[C:6]2[CH:9]=[CH:10][S:11][C:5]=2[N:4]=[C:3]1[CH3:12].[C:13]12([CH2:23][C:24](Cl)=[O:25])[CH2:22][CH:17]3[CH2:18][CH:19]([CH2:21][CH:15]([CH2:16]3)[CH2:14]1)[CH2:20]2, predict the reaction product.